This data is from Full USPTO retrosynthesis dataset with 1.9M reactions from patents (1976-2016). The task is: Predict the reactants needed to synthesize the given product. (1) Given the product [NH2:1][C:4]1[CH:5]=[CH:6][C:7]([NH:10][C:11](=[O:17])[O:12][C:13]([CH3:15])([CH3:14])[CH3:16])=[N:8][CH:9]=1, predict the reactants needed to synthesize it. The reactants are: [N+:1]([C:4]1[CH:5]=[CH:6][C:7]([NH:10][C:11](=[O:17])[O:12][C:13]([CH3:16])([CH3:15])[CH3:14])=[N:8][CH:9]=1)([O-])=O. (2) Given the product [Br:22][C:23]1[CH:24]=[C:25]([CH:29]2[CH2:30][C:3](=[O:5])[CH2:4]2)[CH:26]=[CH:27][CH:28]=1, predict the reactants needed to synthesize it. The reactants are: CN(C)[C:3](=[O:5])[CH3:4].FC(F)(F)S(OS(C(F)(F)F)(=O)=O)(=O)=O.[Br:22][C:23]1[CH:28]=[CH:27][CH:26]=[C:25]([CH:29]=[CH2:30])[CH:24]=1.N1C(C)=CC(C)=CC=1C.